From a dataset of Peptide-MHC class II binding affinity with 134,281 pairs from IEDB. Regression. Given a peptide amino acid sequence and an MHC pseudo amino acid sequence, predict their binding affinity value. This is MHC class II binding data. (1) The peptide sequence is TKPSLFKVRNGGEIG. The MHC is HLA-DQA10501-DQB10402 with pseudo-sequence HLA-DQA10501-DQB10402. The binding affinity (normalized) is 0.808. (2) The peptide sequence is YDKFLANVSTVLTQK. The MHC is DRB1_0405 with pseudo-sequence DRB1_0405. The binding affinity (normalized) is 0.706. (3) The peptide sequence is WKSILTDPRVKIMRS. The MHC is DRB1_0101 with pseudo-sequence DRB1_0101. The binding affinity (normalized) is 0.372. (4) The peptide sequence is ATPEAKFDSFVAAFT. The MHC is HLA-DPA10301-DPB10402 with pseudo-sequence HLA-DPA10301-DPB10402. The binding affinity (normalized) is 0.0838. (5) The peptide sequence is AAPEAARSLASSLPG. The MHC is HLA-DQA10501-DQB10201 with pseudo-sequence HLA-DQA10501-DQB10201. The binding affinity (normalized) is 0.194.